This data is from Catalyst prediction with 721,799 reactions and 888 catalyst types from USPTO. The task is: Predict which catalyst facilitates the given reaction. (1) Reactant: [NH2:1][C:2]1[N:7]=[C:6]([N:8]2[CH2:13][CH2:12][O:11][CH2:10][CH:9]2[C:14]([NH2:16])=[O:15])[CH:5]=[C:4]([C:17]2[CH:22]=[CH:21][C:20]([C:23]#[N:24])=[C:19](F)[CH:18]=2)[N:3]=1.O.[NH2:27][NH2:28]. Product: [NH2:1][C:2]1[N:7]=[C:6]([N:8]2[CH2:13][CH2:12][O:11][CH2:10][CH:9]2[C:14]([NH2:16])=[O:15])[CH:5]=[C:4]([C:17]2[CH:18]=[C:19]3[C:20]([C:23]([NH2:24])=[N:27][NH:28]3)=[CH:21][CH:22]=2)[N:3]=1. The catalyst class is: 40. (2) Reactant: [CH3:1][C:2]1[N:7]=[CH:6][C:5]([O:8][C:9]2[N:16]=[CH:15][CH:14]=[CH:13][C:10]=2[C:11]#[N:12])=[CH:4][CH:3]=1. Product: [CH3:1][C:2]1[N:7]=[CH:6][C:5]([O:8][C:9]2[C:10]([CH2:11][NH2:12])=[CH:13][CH:14]=[CH:15][N:16]=2)=[CH:4][CH:3]=1. The catalyst class is: 181. (3) Reactant: [CH:1]1([CH2:7][NH:8][C:9]([C:11]2[C:12]3[CH2:20][CH2:19][N:18](CC4C=CC=CC=4)[CH2:17][C:13]=3[N:14]=[CH:15][N:16]=2)=[O:10])[CH2:6][CH2:5][CH2:4][CH2:3][CH2:2]1. Product: [CH:1]1([CH2:7][NH:8][C:9]([C:11]2[C:12]3[CH2:20][CH2:19][NH:18][CH2:17][C:13]=3[N:14]=[CH:15][N:16]=2)=[O:10])[CH2:6][CH2:5][CH2:4][CH2:3][CH2:2]1. The catalyst class is: 45. (4) Reactant: [Br:1][C:2]1[CH:10]=[CH:9][CH:8]=[C:7]2[C:3]=1[CH:4]([CH3:12])[CH2:5][C:6]2=O.C1COCC1.CO.[BH4-].[Na+]. Product: [Br:1][C:2]1[CH:10]=[CH:9][CH:8]=[C:7]2[C:3]=1[CH:4]([CH3:12])[CH:5]=[CH:6]2. The catalyst class is: 6.